Task: Binary Classification. Given a miRNA mature sequence and a target amino acid sequence, predict their likelihood of interaction.. Dataset: Experimentally validated miRNA-target interactions with 360,000+ pairs, plus equal number of negative samples (1) The miRNA is hsa-miR-2355-3p with sequence AUUGUCCUUGCUGUUUGGAGAU. The protein sequence of the target gene is MLPWTALGLALSLRLALARSGAERGPPASAPRGDLMFLLDSSASVSHYEFSRVREFVGQLVAPLPLGTGALRASLVHVGSRPYTEFPFGQHSSGEAAQDAVRASAQRMGDTHTGLALVYAKEQLFAEASGARPGVPKVLVWVTDGGSSDPVGPPMQELKDLGVTVFIVSTGRGNFLELSAAASAPAEKHLHFVDVDDLHIIVQELRGSILDAMRPQQLHATEITSSGFRLAWPPLLTADSGYYVLELVPSAQPGAARRQQLPGNATDWIWAGLDPDTDYDVALVPESNVRLLRPQILRVR.... Result: 1 (interaction). (2) The protein sequence of the target gene is MEGALTARQIVNEGDSSLATELQEEPEESPGPVVDENIVSAKKQGQSTHNWSGDWSFWISSSTYKDRNEEYRQQFTHLPDSEKLIADYACALQKDILVQGRLYLSEKWLCFYSNIFRWETTISIALKNITFMTKEKTARLIPNAIQIITEGEKFFFTSFGARDRSYLIIFRLWQNVLLDKSLTRQEFWQLLQQNYGTELGLNAEEMEHLLSVEENVQPRSPGRSSVDDAGERDEKFSKAVSFTQESVSRASETEPLDGNSPKRGLGKEDSQSERNVRKSPSLASEKRISRAPSKSLDLNK.... Result: 0 (no interaction). The miRNA is hsa-miR-3683 with sequence UGCGACAUUGGAAGUAGUAUCA. (3) The miRNA is hsa-miR-6813-3p with sequence AACCUUGGCCCCUCUCCCCAG. The protein sequence of the target gene is MPNPSSTSSPYPLPEEIRNLLADVETFVADILKGENLSKKAKEKRESLIKKIKDVKSIYLQEFQDKGDAEDGEEYDDPFAGPPDTISLASERYDKDDEAPSDGAQFPPIAAQDLPFVLKAGYLEKRRKDHSFLGFEWQKRWCALSKTVFYYYGSDKDKQQKGEFAIDGYSVRMNNTLRKDGKKDCCFEISAPDKRIYQFTAASPKDAEEWVQQLKFVLQDMESDIIPEDYDERGELYDDVDHPLPISNPLTSSQPIDDEIYEELPEEEEDSAPVKVEEQRKMSQDSVHHTSGDKSTDYAN.... Result: 1 (interaction). (4) The miRNA is hsa-miR-193b-3p with sequence AACUGGCCCUCAAAGUCCCGCU. The protein sequence of the target gene is MGDVKESKMQITPETPGRIPVLNPFESPSDYSNLHEQTLASPSVFKSTKLPTPGKFRWSIDQLAVINPVEIDPEDIHRQALYLSHSRIDKDVEDKRQKAIEEFFTKDVIVPSPWTDHEGKQLSQCHSSKCTNINSDSPVGKKLTIHSEKSDAACQTLLSLPVDFNLENILGDYFRADEFADQSPGNLSSSSLRRKLFLDGNGSISDSLPSASPGSPHSGVQTSLEMFYSIDLSPVKCRSPLQTPSSGQFSSSPIQASAKKYSLGSITSPSPISSPTFSPIEFQIGETPLSEQRKFTVHSP.... Result: 1 (interaction). (5) The miRNA is mmu-miR-679-3p with sequence AGCAAGGUCCUCCUCACAGUAG. The protein sequence of the target gene is MNFSEVFKLSSLLCKFSPDGKYLASCVQYRLVVRDVNTLQILQLYTCLDQIQHIEWSADSLFILCAMYKRGLVQVWSLEQPEWHCKIDEGSAGLVASCWSPDGRHILNTTEFHLRITVWSLCTKSVSYIKYPKACLQGITFTRDGRYMALAERRDCKDYVSIFVCSDWQLLRHFDTDTQDLTGIEWAPNGCVLAVWDTCLEYKILLYSLDGRLLSTYSAYEWSLGIKSVAWSPSSQFLAVGSYDGKVRILNHVTWKMITEFGHPAAINDPKIVVYKEAEKSPQLGLGCLSFPPPRAGAGP.... Result: 0 (no interaction). (6) The miRNA is hsa-miR-199a-5p with sequence CCCAGUGUUCAGACUACCUGUUC. The protein sequence of the target gene is MAAAGPSTRASSAAAAAALSRRGRRGRCDETAAAKTGAPGPASGPSLLVLSPPLLQPPLPPRPEESGCAGCLEPPGEAAALPCGHSLCRGCAQRAADAAGPGCPRCRARGPGWARRRARDDGQADSEVLGECARRSQPERCRPRRDGGAAAAGPRPEQEPRAAPAEPDFIFRAPIKLSKPGELREEYESLRKLREEKLQEEKPSEDQIHKLLPEDTETGKRKMDEQKKRDEPLVLKTNLERCPARLSDSENEEPSRGQMTQTHRSAFVSKNNSYSLAFLAGKLNSKVERSQSCSDTAQER.... Result: 0 (no interaction). (7) The miRNA is hsa-miR-3194-3p with sequence AGCUCUGCUGCUCACUGGCAGU. The protein sequence of the target gene is MFRYESLEDCPLDEDEDAFQGLGEEDEEIDQFNDDTFGSGAVDDDWQEAHERLAELEEKLPVAADEQTGNGERDEMDLLGDHEENLAERLSKMVIENELEDPAIMRAVQTRPVLQPQPGSLNSSIWDGSEVLRRIRGPLLAQEMPTVSVLEYALPQRPLQGPEDDRDLSERALPRRSTSPIIGSPPVRAVPIGTPPKQMAVPSFNQQILCPKPVHVRPPMPPRYPAPYGERISPNQLCSVPNSSLLGHPFPPNVPPVLSPLQRAQLLGGAQLQPGRMSPSQFARVPGFVGSPLAAMNPKL.... Result: 0 (no interaction).